Predict the reactants needed to synthesize the given product. From a dataset of Full USPTO retrosynthesis dataset with 1.9M reactions from patents (1976-2016). (1) The reactants are: [CH:1]1([C:4]2[N:8]([CH3:9])[C:7]3[CH:10]=[C:11]([N:14]4[CH:19]=[CH:18][C:17]([OH:20])=[CH:16][C:15]4=[O:21])[CH:12]=[CH:13][C:6]=3[N:5]=2)[CH2:3][CH2:2]1.[F:22][C:23]1[CH:24]=[C:25]([CH2:30]O)[CH:26]=[C:27]([F:29])[CH:28]=1.C(P(CCCC)CCCC)CCC.N(C(N1CCCCC1)=O)=NC(N1CCCCC1)=O. Given the product [CH:1]1([C:4]2[N:8]([CH3:9])[C:7]3[CH:10]=[C:11]([N:14]4[CH:19]=[CH:18][C:17]([O:20][CH2:30][C:25]5[CH:24]=[C:23]([F:22])[CH:28]=[C:27]([F:29])[CH:26]=5)=[CH:16][C:15]4=[O:21])[CH:12]=[CH:13][C:6]=3[N:5]=2)[CH2:2][CH2:3]1, predict the reactants needed to synthesize it. (2) Given the product [ClH:25].[ClH:1].[F:20][C:21]1[CH:29]=[C:28]([F:30])[CH:27]=[C:26]([F:31])[C:22]=1[C:23]([NH:19][C:15]1[CH:16]=[CH:17][CH:18]=[C:13]([N:11]([CH3:12])[CH:8]2[CH2:7][CH2:6][N:5]([CH3:4])[CH2:10][CH2:9]2)[CH:14]=1)=[O:24], predict the reactants needed to synthesize it. The reactants are: [ClH:1].Cl.Cl.[CH3:4][N:5]1[CH2:10][CH2:9][CH:8]([N:11]([C:13]2[CH:18]=[CH:17][CH:16]=[C:15]([NH2:19])[CH:14]=2)[CH3:12])[CH2:7][CH2:6]1.[F:20][C:21]1[CH:29]=[C:28]([F:30])[CH:27]=[C:26]([F:31])[C:22]=1[C:23]([Cl:25])=[O:24]. (3) Given the product [Si:10]([O:23][CH:18]([CH2:19][CH2:20][CH2:21][CH3:22])[C:17]([O:16][CH2:14][CH3:15])=[O:24])([C:7]([CH3:9])([CH3:8])[CH3:6])([CH3:12])[CH3:11], predict the reactants needed to synthesize it. The reactants are: N1C=CN=C1.[CH3:6][C:7]([Si:10](Cl)([CH3:12])[CH3:11])([CH3:9])[CH3:8].[CH2:14]([O:16][C:17](=[O:24])[CH:18]([OH:23])[CH2:19][CH2:20][CH2:21][CH3:22])[CH3:15].O. (4) Given the product [CH3:17][NH:19][S:10]([C:5]1[CH:6]=[CH:7][CH:8]=[CH:9][C:4]=1[N+:1]([O-:3])=[O:2])(=[O:12])=[O:11], predict the reactants needed to synthesize it. The reactants are: [N+:1]([C:4]1[CH:9]=[CH:8][CH:7]=[CH:6][C:5]=1[S:10](Cl)(=[O:12])=[O:11])([O-:3])=[O:2].Cl.CN.[CH2:17]([N:19](CC)CC)C.CO.